This data is from Catalyst prediction with 721,799 reactions and 888 catalyst types from USPTO. The task is: Predict which catalyst facilitates the given reaction. (1) The catalyst class is: 1. Reactant: Cl[C:2]1[C:3]([CH:5]=[C:6]([NH:10][C:11]2[C:20]3[C:15](=[CH:16][C:17]([O:23][CH2:24][CH2:25][O:26][CH3:27])=[C:18]([O:21][CH3:22])[CH:19]=3)[N:14]=[CH:13][N:12]=2)[C:7](=[O:9])[CH:8]=1)=[O:4].Cl.N1C=CC=CC=1.[OH:35][CH:36]1[CH2:40][CH2:39][N:38]([CH3:41])[CH2:37]1. Product: [CH3:22][O:21][C:18]1[CH:19]=[C:20]2[C:15](=[CH:16][C:17]=1[O:23][CH2:24][CH2:25][O:26][CH3:27])[N:14]=[CH:13][N:12]=[C:11]2[NH:10][C:6]1[C:7]([CH:8]=[C:2]([O:35][CH:36]2[CH2:40][CH2:39][N:38]([CH3:41])[CH2:37]2)[C:3](=[O:4])[CH:5]=1)=[O:9]. (2) Reactant: [H-].[Na+].[CH3:3][O:4][C:5]1[CH:6]=[CH:7][C:8]([C@H:11]2[CH2:13][C@@H:12]2[CH2:14][O:15][C:16]2[C:21]([CH2:22][OH:23])=[CH:20][N:19]=[C:18]([CH3:24])[N:17]=2)=[N:9][CH:10]=1.Cl[C:26]1[CH:31]=[CH:30][CH:29]=[CH:28][N:27]=1. Product: [CH3:3][O:4][C:5]1[CH:6]=[CH:7][C:8]([C@H:11]2[CH2:13][C@@H:12]2[CH2:14][O:15][C:16]2[C:21]([CH2:22][O:23][C:26]3[CH:31]=[CH:30][CH:29]=[CH:28][N:27]=3)=[CH:20][N:19]=[C:18]([CH3:24])[N:17]=2)=[N:9][CH:10]=1. The catalyst class is: 1. (3) Reactant: Cl[C:2]1[C:11]2=[N:12][N:13](CC3C=CC(OC)=CC=3)[CH:14]=[C:10]2[C:9]2[CH:8]=[C:7]([O:24][CH3:25])[CH:6]=[CH:5][C:4]=2[N:3]=1.[NH2:26][C:27]1[CH:32]=[CH:31][C:30]([NH:33][C:34](=[O:39])[C:35]([F:38])([F:37])[F:36])=[CH:29][CH:28]=1.Cl. Product: [F:36][C:35]([F:37])([F:38])[C:34]([NH:33][C:30]1[CH:29]=[CH:28][C:27]([NH:26][C:2]2[C:11]3=[N:12][NH:13][CH:14]=[C:10]3[C:9]3[CH:8]=[C:7]([O:24][CH3:25])[CH:6]=[CH:5][C:4]=3[N:3]=2)=[CH:32][CH:31]=1)=[O:39]. The catalyst class is: 71. (4) Reactant: [CH3:1][C:2]([O:5][C:6]([N:8]1[CH2:13][CH2:12][CH2:11][CH2:10][C@@H:9]1[C:14]([N:16]1[CH2:21][CH2:20][N:19](C(OCC2C=CC=CC=2)=O)[CH2:18][CH2:17]1)=[O:15])=[O:7])([CH3:4])[CH3:3].N#N. Product: [N:16]1([C:14]([C@H:9]2[CH2:10][CH2:11][CH2:12][CH2:13][N:8]2[C:6]([O:5][C:2]([CH3:4])([CH3:3])[CH3:1])=[O:7])=[O:15])[CH2:21][CH2:20][NH:19][CH2:18][CH2:17]1. The catalyst class is: 19. (5) Reactant: [CH3:1][C@H:2]([C:14]([C:16]1[CH:21]=[CH:20][CH:19]=[CH:18][CH:17]=1)=[CH2:15])[C@H:3]([NH:7][C:8](=[O:13])[C:9]([F:12])([F:11])[F:10])[C:4]([OH:6])=[O:5].[CH3:22][Si](C=[N+]=[N-])(C)C. The catalyst class is: 442. Product: [CH3:1][C@H:2]([C:14]([C:16]1[CH:17]=[CH:18][CH:19]=[CH:20][CH:21]=1)=[CH2:15])[C@H:3]([NH:7][C:8](=[O:13])[C:9]([F:12])([F:11])[F:10])[C:4]([O:6][CH3:22])=[O:5]. (6) Reactant: [CH3:1][C:2]1([CH3:30])[O:6][C@H:5]([CH2:7][O:8][CH2:9][C:10]2[C:18]3[C:13](=[CH:14][N:15]=[C:16]([C:19](O)=[O:20])[CH:17]=3)[N:12]([CH2:22][C:23]3[CH:28]=[CH:27][C:26]([F:29])=[CH:25][CH:24]=3)[CH:11]=2)[CH2:4][O:3]1.CN1CCOCC1.Cl.[CH3:39][NH:40][OH:41]. Product: [CH3:1][C:2]1([CH3:30])[O:6][C@H:5]([CH2:7][O:8][CH2:9][C:10]2[C:18]3[C:13](=[CH:14][N:15]=[C:16]([C:19]([N:40]([OH:41])[CH3:39])=[O:20])[CH:17]=3)[N:12]([CH2:22][C:23]3[CH:24]=[CH:25][C:26]([F:29])=[CH:27][CH:28]=3)[CH:11]=2)[CH2:4][O:3]1. The catalyst class is: 31.